Dataset: Catalyst prediction with 721,799 reactions and 888 catalyst types from USPTO. Task: Predict which catalyst facilitates the given reaction. (1) Reactant: [F:1][C:2]1[CH:3]=[C:4]([O:11][CH3:12])[CH:5]=[C:6]([N+:8]([O-])=O)[CH:7]=1.[Cl-].[NH4+]. Product: [F:1][C:2]1[CH:7]=[C:6]([CH:5]=[C:4]([O:11][CH3:12])[CH:3]=1)[NH2:8]. The catalyst class is: 284. (2) Reactant: [H-].[Na+].[CH3:3][C:4](=[CH2:7])[CH2:5][OH:6].[Cl:8][C:9]1[CH:14]=[C:13](Cl)[N:12]=[CH:11][N:10]=1.[Cl-].[NH4+]. The catalyst class is: 7. Product: [Cl:8][C:9]1[CH:14]=[C:13]([O:6][CH2:5][C:4]([CH3:3])=[CH2:7])[N:12]=[CH:11][N:10]=1. (3) Reactant: [CH:1]([C:4]1[C:12]2[C:7](=[N:8][CH:9]=[CH:10][C:11]=2[C:13]2[CH:14]=[N:15][C:16]3[C:21]([CH:22]=2)=[CH:20][CH:19]=[CH:18][CH:17]=3)[N:6]([C:23]2[CH:30]=[CH:29][C:26]([C:27]#[N:28])=[C:25]([NH:31][CH:32]3[CH2:37][CH2:36][NH:35][CH2:34][CH2:33]3)[CH:24]=2)[N:5]=1)([CH3:3])[CH3:2].C(N(CC)CC)C.[C:45](Cl)(=[O:47])[CH3:46].O. Product: [C:45]([N:31]([CH:32]1[CH2:33][CH2:34][NH:35][CH2:36][CH2:37]1)[C:25]1[CH:24]=[C:23]([N:6]2[C:7]3=[N:8][CH:9]=[CH:10][C:11]([C:13]4[CH:14]=[N:15][C:16]5[C:21]([CH:22]=4)=[CH:20][CH:19]=[CH:18][CH:17]=5)=[C:12]3[C:4]([CH:1]([CH3:3])[CH3:2])=[N:5]2)[CH:30]=[CH:29][C:26]=1[C:27]#[N:28])(=[O:47])[CH3:46]. The catalyst class is: 22. (4) Reactant: Cl[C:2]1[N:9]=[C:8]([CH3:10])[CH:7]=[CH:6][C:3]=1[C:4]#[N:5].[CH3:11]B(O)O.C([O-])([O-])=O.[K+].[K+]. Product: [CH3:11][C:2]1[N:9]=[C:8]([CH3:10])[CH:7]=[CH:6][C:3]=1[C:4]#[N:5]. The catalyst class is: 203. (5) Reactant: [C:1]([C:5]1[CH:14]=[CH:13][C:12]2[C:7](=[CH:8][CH:9]=[C:10]([C:15](OC)=[O:16])[CH:11]=2)[CH:6]=1)(OC)=[O:2].[H-].[Al+3].[Li+].[H-].[H-].[H-].[Cl-].[NH4+]. The catalyst class is: 7. Product: [OH:2][CH2:1][C:5]1[CH:14]=[CH:13][C:12]2[C:7](=[CH:8][CH:9]=[C:10]([CH2:15][OH:16])[CH:11]=2)[CH:6]=1.